Dataset: Reaction yield outcomes from USPTO patents with 853,638 reactions. Task: Predict the reaction yield, written as a fraction of the theoretical maximum amount of product (1.0 means a 100% yield; for example, 0.34 means a 34% yield). (1) The reactants are Cl[C:2]1[CH:7]=[N:6][CH:5]=[C:4]([Cl:8])[N:3]=1.[CH3:9][CH:10]1[CH2:15][CH2:14][CH2:13][CH2:12][NH:11]1.C(=O)([O-])[O-].[K+].[K+].CC(N(C)C)=O. The catalyst is O. The product is [Cl:8][C:4]1[CH:5]=[N:6][CH:7]=[C:2]([N:11]2[CH2:12][CH2:13][CH2:14][CH2:15][CH:10]2[CH3:9])[N:3]=1. The yield is 0.870. (2) The reactants are [H-].[Na+].[C:3]([C:5]1[C:10]([C:11]2[NH:15][CH:14]=[C:13]([CH2:16][N:17]([CH3:25])[C:18](=[O:24])[O:19][C:20]([CH3:23])([CH3:22])[CH3:21])[CH:12]=2)=[CH:9][CH:8]=[CH:7][N:6]=1)#[N:4].C1OCCOCCOCCOCCOC1.[S:41]1[CH:45]=[CH:44][CH:43]=[C:42]1[S:46](Cl)(=[O:48])=[O:47].[Cl-].[NH4+]. The catalyst is O1CCCC1. The product is [C:3]([C:5]1[C:10]([C:11]2[N:15]([S:46]([C:42]3[S:41][CH:45]=[CH:44][CH:43]=3)(=[O:48])=[O:47])[CH:14]=[C:13]([CH2:16][N:17]([CH3:25])[C:18](=[O:24])[O:19][C:20]([CH3:21])([CH3:22])[CH3:23])[CH:12]=2)=[CH:9][CH:8]=[CH:7][N:6]=1)#[N:4]. The yield is 0.890. (3) The reactants are [CH:1]12[CH2:10][CH:5]3[CH2:6][CH:7]([CH2:9][CH:3]([CH2:4]3)[CH:2]1[NH:11][C:12]([NH:14][C:15]1[CH:20]=[CH:19][C:18]([O:21]C)=[CH:17][C:16]=1[CH3:23])=[O:13])[CH2:8]2.B(Br)(Br)Br.O. The catalyst is C(Cl)Cl. The product is [CH:1]12[CH2:10][CH:5]3[CH2:6][CH:7]([CH2:9][CH:3]([CH2:4]3)[CH:2]1[NH:11][C:12]([NH:14][C:15]1[CH:20]=[CH:19][C:18]([OH:21])=[CH:17][C:16]=1[CH3:23])=[O:13])[CH2:8]2. The yield is 0.920. (4) The reactants are [C:1]([C:5]1[CH:29]=[CH:28][C:8]([C:9]([NH:11][C@H:12]([C:24]([O:26][CH3:27])=[O:25])[CH2:13][C:14]2[CH:23]=[CH:22][C:17]([C:18]([O:20]C)=[O:19])=[CH:16][CH:15]=2)=[O:10])=[CH:7][CH:6]=1)([CH3:4])([CH3:3])[CH3:2].O.[OH-].[Li+].Cl. The catalyst is O1CCOCC1.O. The product is [C:1]([C:5]1[CH:29]=[CH:28][C:8]([C:9]([NH:11][C@H:12]([C:24]([O:26][CH3:27])=[O:25])[CH2:13][C:14]2[CH:15]=[CH:16][C:17]([C:18]([OH:20])=[O:19])=[CH:22][CH:23]=2)=[O:10])=[CH:7][CH:6]=1)([CH3:4])([CH3:2])[CH3:3]. The yield is 0.690. (5) The reactants are CN(C(ON1N=NC2C=CC=NC1=2)=[N+](C)C)C.F[P-](F)(F)(F)(F)F.[F:25][C@H:26]1[CH2:30][N:29]([S:31]([C:34]2[CH:39]=[CH:38][C:37]([F:40])=[CH:36][CH:35]=2)(=[O:33])=[O:32])[C@H:28]([C:41]([NH:43][CH2:44][C:45]2C=C(B3OC(C)(C)C(C)(C)O3)C=CC=2F)=[O:42])[CH2:27]1.[C:61]([C:64]1C=[CH:85][C:84]([C:87]2[CH:88]=[N:89][C:90]([C:93]([F:96])([F:95])[F:94])=[N:91][CH:92]=2)=[CH:83][C:65]=1CNC([C@@H]1C[C@@H](F)CN1C(OC(C)(C)C)=O)=O)(=[O:63])[NH2:62].CCN(C(C)C)C(C)C. The catalyst is CN(C=O)C. The product is [C:61]([C:64]1[CH:65]=[CH:83][C:84]([C:87]2[CH:88]=[N:89][C:90]([C:93]([F:94])([F:95])[F:96])=[N:91][CH:92]=2)=[CH:85][C:45]=1[CH2:44][NH:43][C:41]([C@@H:28]1[CH2:27][C@@H:26]([F:25])[CH2:30][N:29]1[S:31]([C:34]1[CH:35]=[CH:36][C:37]([F:40])=[CH:38][CH:39]=1)(=[O:33])=[O:32])=[O:42])(=[O:63])[NH2:62]. The yield is 0.930. (6) The reactants are O.Cl.C[O:4][C:5]1[C:10]([CH3:11])=[C:9]([CH3:12])[CH:8]=[C:7]([CH3:13])[C:6]=1[C:14](=O)[CH3:15].C(SCCC1(O)C(C)=C(C)C=C(C)C1)C. The product is [CH3:11][C:10]1[C:9]([CH3:12])=[CH:8][C:7]([CH3:13])=[C:6]([CH:14]=[CH2:15])[C:5]=1[OH:4]. The catalyst is CN(C)C=O. The yield is 0.162. (7) The reactants are [Cl:1][C:2]1[N:7]=[C:6]([NH:8]C(=O)C(C)(C)C)[CH:5]=[CH:4][C:3]=1[CH3:15].C([O-])(O)=O.[Na+]. The catalyst is Cl. The product is [Cl:1][C:2]1[N:7]=[C:6]([NH2:8])[CH:5]=[CH:4][C:3]=1[CH3:15]. The yield is 0.360.